From a dataset of Peptide-MHC class II binding affinity with 134,281 pairs from IEDB. Regression. Given a peptide amino acid sequence and an MHC pseudo amino acid sequence, predict their binding affinity value. This is MHC class II binding data. (1) The peptide sequence is AFRVAATAANAAPAN. The MHC is DRB1_1001 with pseudo-sequence DRB1_1001. The binding affinity (normalized) is 0.642. (2) The peptide sequence is QPYPQPQPFPSQQPYLQLQP. The MHC is DRB3_0101 with pseudo-sequence DRB3_0101. The binding affinity (normalized) is 0. (3) The peptide sequence is LQYGWKTWGKNLVFS. The MHC is DRB1_0701 with pseudo-sequence DRB1_0701. The binding affinity (normalized) is 0.581. (4) The peptide sequence is FGQNTASIAATEAQY. The MHC is HLA-DQA10102-DQB10502 with pseudo-sequence HLA-DQA10102-DQB10502. The binding affinity (normalized) is 0.381. (5) The peptide sequence is WLWYIKIFIMIVGGLIG. The MHC is H-2-IAb with pseudo-sequence H-2-IAb. The binding affinity (normalized) is 0. (6) The peptide sequence is IHSLRRLYPSVFEKH. The MHC is DRB1_0701 with pseudo-sequence DRB1_0701. The binding affinity (normalized) is 0.418. (7) The peptide sequence is KGSNDHYLALLVKYA. The MHC is DRB1_1501 with pseudo-sequence DRB1_1501. The binding affinity (normalized) is 0.644. (8) The peptide sequence is KFPKFNRVFEIEFDI. The MHC is HLA-DQA10102-DQB10602 with pseudo-sequence HLA-DQA10102-DQB10602. The binding affinity (normalized) is 0.542. (9) The peptide sequence is PPLYATGRLSQAQLMPSPPM. The MHC is DRB1_0101 with pseudo-sequence DRB1_0101. The binding affinity (normalized) is 0.510.